Dataset: Forward reaction prediction with 1.9M reactions from USPTO patents (1976-2016). Task: Predict the product of the given reaction. (1) Given the reactants [NH2:1][C:2]1[CH:3]=[C:4]([CH:8]=[C:9]([Cl:11])[N:10]=1)[C:5]([OH:7])=[O:6].S(Cl)(Cl)=O.[CH2:16](O)[CH3:17], predict the reaction product. The product is: [NH2:1][C:2]1[CH:3]=[C:4]([CH:8]=[C:9]([Cl:11])[N:10]=1)[C:5]([O:7][CH2:16][CH3:17])=[O:6]. (2) Given the reactants [C-:1]#[N:2].[Na+].[CH3:4][C:5]1[CH:10]=[C:9]([C:11]2[CH:12]=[N:13][N:14]([CH2:16][C:17]3([CH3:20])[CH2:19][O:18]3)[CH:15]=2)[N:8]=[C:7]([NH:21][C:22]2[CH:27]=[C:26]([C:28]([F:31])([F:30])[F:29])[CH:25]=[CH:24][N:23]=2)[CH:6]=1, predict the reaction product. The product is: [OH:18][C:17]([CH3:20])([CH2:16][N:14]1[CH:15]=[C:11]([C:9]2[CH:10]=[C:5]([CH3:4])[CH:6]=[C:7]([NH:21][C:22]3[CH:27]=[C:26]([C:28]([F:29])([F:30])[F:31])[CH:25]=[CH:24][N:23]=3)[N:8]=2)[CH:12]=[N:13]1)[CH2:19][C:1]#[N:2]. (3) The product is: [CH3:33][O:34][CH2:35][C:36]([NH:1][C:2]1[CH:3]=[CH:4][C:5]2[O:9][C:8]([C:10]([NH:12][C:13]3[CH:18]=[CH:17][C:16]([Cl:19])=[CH:15][N:14]=3)=[O:11])=[C:7]([NH:20][C:21]([C@H:23]3[CH2:28][CH2:27][C@H:26]([N:29]([CH3:30])[CH3:31])[CH2:25][CH2:24]3)=[O:22])[C:6]=2[CH:32]=1)=[O:37]. Given the reactants [NH2:1][C:2]1[CH:3]=[CH:4][C:5]2[O:9][C:8]([C:10]([NH:12][C:13]3[CH:18]=[CH:17][C:16]([Cl:19])=[CH:15][N:14]=3)=[O:11])=[C:7]([NH:20][C:21]([C@H:23]3[CH2:28][CH2:27][C@H:26]([N:29]([CH3:31])[CH3:30])[CH2:25][CH2:24]3)=[O:22])[C:6]=2[CH:32]=1.[CH3:33][O:34][CH2:35][C:36](O)=[O:37].ON1C2C=CC=CC=2N=N1.Cl.C(N=C=NCCCN(C)C)C.C(=O)([O-])O.[Na+], predict the reaction product. (4) Given the reactants [NH:1]1[CH2:6][CH2:5][O:4][C@H:3]([C:7]2[CH:8]=[CH:9][C:10]([NH2:13])=[N:11][CH:12]=2)[CH2:2]1.[C:14]1([CH2:20][CH2:21][CH:22]=O)[CH:19]=[CH:18][CH:17]=[CH:16][CH:15]=1.C(O[BH-](OC(=O)C)OC(=O)C)(=O)C.[Na+], predict the reaction product. The product is: [C:14]1([CH2:20][CH2:21][CH2:22][N:1]2[CH2:6][CH2:5][O:4][C@H:3]([C:7]3[CH:8]=[CH:9][C:10]([NH2:13])=[N:11][CH:12]=3)[CH2:2]2)[CH:19]=[CH:18][CH:17]=[CH:16][CH:15]=1. (5) Given the reactants CCN=C=NCCCN(C)C.OC(C(F)(F)F)=O.[NH2:19][C:20]1[CH:25]=[CH:24][C:23]([CH:26]2[CH2:31][CH2:30][CH:29]([N:32]3[CH2:35][CH:34]([NH2:36])[CH2:33]3)[CH2:28][CH2:27]2)=[CH:22][CH:21]=1.[F:37][C:38]([F:53])([F:52])[C:39]1[CH:40]=[C:41]([CH:49]=[CH:50][CH:51]=1)[C:42]([NH:44][CH2:45][C:46](O)=[O:47])=[O:43], predict the reaction product. The product is: [NH2:19][C:20]1[CH:25]=[CH:24][C:23]([CH:26]2[CH2:27][CH2:28][CH:29]([N:32]3[CH2:33][CH:34]([NH:36][C:46]([CH2:45][NH:44][C:42](=[O:43])[C:41]4[CH:49]=[CH:50][CH:51]=[C:39]([C:38]([F:53])([F:37])[F:52])[CH:40]=4)=[O:47])[CH2:35]3)[CH2:30][CH2:31]2)=[CH:22][CH:21]=1. (6) Given the reactants Cl.[CH3:2][S:3]([C:6]1[CH:7]=[C:8]([CH:10]=[CH:11][CH:12]=1)[NH2:9])(=[O:5])=[O:4].C(=O)([O-])[O-].[Ca+2].[C:18](Cl)(Cl)=[S:19], predict the reaction product. The product is: [N:9]([C:8]1[CH:10]=[CH:11][CH:12]=[C:6]([S:3]([CH3:2])(=[O:4])=[O:5])[CH:7]=1)=[C:18]=[S:19]. (7) Given the reactants [NH2:1][C:2]1[N:7]=[CH:6][N:5]=[C:4]2[N:8]([CH2:30][C:31]([O:33]C)=[O:32])[N:9]=[C:10]([C:11]3[CH:16]=[CH:15][C:14]([NH:17][S:18]([C:21]4[CH:26]=[CH:25][CH:24]=[C:23]([Cl:27])[C:22]=4[Cl:28])(=[O:20])=[O:19])=[C:13]([F:29])[CH:12]=3)[C:3]=12, predict the reaction product. The product is: [NH2:1][C:2]1[N:7]=[CH:6][N:5]=[C:4]2[N:8]([CH2:30][C:31]([OH:33])=[O:32])[N:9]=[C:10]([C:11]3[CH:16]=[CH:15][C:14]([NH:17][S:18]([C:21]4[CH:26]=[CH:25][CH:24]=[C:23]([Cl:27])[C:22]=4[Cl:28])(=[O:19])=[O:20])=[C:13]([F:29])[CH:12]=3)[C:3]=12. (8) Given the reactants C1(S([N:10]2[C:14]3=[N:15][CH:16]=[C:17]([C:19]4[NH:23][CH:22]=[N:21][N:20]=4)[CH:18]=[C:13]3[C:12]([C:24]3[CH:28]=[CH:27][O:26][CH:25]=3)=[CH:11]2)(=O)=O)C=CC=CC=1.[OH-].[Na+], predict the reaction product. The product is: [O:26]1[CH:27]=[CH:28][C:24]([C:12]2[C:13]3[C:14](=[N:15][CH:16]=[C:17]([C:19]4[NH:23][CH:22]=[N:21][N:20]=4)[CH:18]=3)[NH:10][CH:11]=2)=[CH:25]1. (9) Given the reactants [CH2:1]([S:4][C:5]1[CH:12]=[C:11]([C:13]2[C:14]([C:18]([F:21])([F:20])[F:19])=[N:15][NH:16][CH:17]=2)[CH:10]=[CH:9][C:6]=1[CH:7]=O)[CH2:2][CH3:3].C([SiH](CC)CC)C, predict the reaction product. The product is: [CH2:1]([S:4][C:5]1[CH:12]=[C:11]([C:13]2[C:14]([C:18]([F:20])([F:21])[F:19])=[N:15][NH:16][CH:17]=2)[CH:10]=[CH:9][C:6]=1[CH3:7])[CH2:2][CH3:3].